Dataset: Forward reaction prediction with 1.9M reactions from USPTO patents (1976-2016). Task: Predict the product of the given reaction. (1) Given the reactants Br[C:2]1[S:3][C:4]2[CH:10]=[C:9]([CH2:11][C:12]([O:14][CH2:15][CH3:16])=[O:13])[CH:8]=[CH:7][C:5]=2[N:6]=1.[CH3:17][C:18]1[C:23](B(O)O)=[CH:22][CH:21]=[CH:20][N:19]=1.C([O-])([O-])=O.[K+].[K+], predict the reaction product. The product is: [CH3:17][C:18]1[C:23]([C:2]2[S:3][C:4]3[CH:10]=[C:9]([CH2:11][C:12]([O:14][CH2:15][CH3:16])=[O:13])[CH:8]=[CH:7][C:5]=3[N:6]=2)=[CH:22][CH:21]=[CH:20][N:19]=1. (2) Given the reactants [CH3:1][O:2][C:3](=[O:25])[CH2:4][C:5]1[C:14]([CH3:15])=[C:13](OS(C(F)(F)F)(=O)=O)[C:12]2[C:7](=[CH:8][CH:9]=[C:10]([F:24])[CH:11]=2)[CH:6]=1.C1(P(C2C=CC=CC=2)C2C=CC=CC=2)C=CC=CC=1.[CH3:45][O:46][C:47]1[CH:66]=[CH:65][C:50]([CH2:51][NH:52][S:53]([C:56]2[CH:61]=[CH:60][C:59](B(O)O)=[CH:58][CH:57]=2)(=[O:55])=[O:54])=[CH:49][CH:48]=1.C(=O)([O-])[O-].[Na+].[Na+], predict the reaction product. The product is: [CH3:1][O:2][C:3](=[O:25])[CH2:4][C:5]1[C:14]([CH3:15])=[C:13]([C:59]2[CH:58]=[CH:57][C:56]([S:53](=[O:54])(=[O:55])[NH:52][CH2:51][C:50]3[CH:49]=[CH:48][C:47]([O:46][CH3:45])=[CH:66][CH:65]=3)=[CH:61][CH:60]=2)[C:12]2[C:7](=[CH:8][CH:9]=[C:10]([F:24])[CH:11]=2)[CH:6]=1. (3) Given the reactants Cl.[N:2]1([CH2:7][C:8]([OH:10])=O)[CH2:6][CH:5]=[CH:4][CH2:3]1.[NH2:11][C@@H:12]([CH2:30][O:31][CH2:32][C:33]1[CH:38]=[CH:37][CH:36]=[CH:35][CH:34]=1)[C:13]([NH:15][C:16]1[CH:21]=[CH:20][C:19]([O:22][C:23]2[CH:28]=[CH:27][C:26]([F:29])=[CH:25][CH:24]=2)=[CH:18][CH:17]=1)=[O:14], predict the reaction product. The product is: [CH2:32]([O:31][CH2:30][C@H:12]([NH:11][C:8](=[O:10])[CH2:7][N:2]1[CH2:3][CH:4]=[CH:5][CH2:6]1)[C:13]([NH:15][C:16]1[CH:21]=[CH:20][C:19]([O:22][C:23]2[CH:28]=[CH:27][C:26]([F:29])=[CH:25][CH:24]=2)=[CH:18][CH:17]=1)=[O:14])[C:33]1[CH:38]=[CH:37][CH:36]=[CH:35][CH:34]=1. (4) Given the reactants [OH:1][C:2]1[C:11]2[N:10]=[C:9]([NH:12][C:13](=[O:20])[C:14]3[CH:19]=[CH:18][CH:17]=[N:16][CH:15]=3)[N:8]3[CH2:21][CH2:22][N:23]=[C:7]3[C:6]=2[CH:5]=[CH:4][CH:3]=1.[O:24]=[S:25]1(=[O:35])[CH2:30][CH2:29][N:28]([CH2:31][CH2:32][CH2:33]O)[CH2:27][CH2:26]1, predict the reaction product. The product is: [O:35]=[S:25]1(=[O:24])[CH2:30][CH2:29][N:28]([CH2:31][CH2:32][CH2:33][O:1][C:2]2[C:11]3[N:10]=[C:9]([NH:12][C:13](=[O:20])[C:14]4[CH:19]=[CH:18][CH:17]=[N:16][CH:15]=4)[N:8]4[CH2:21][CH2:22][N:23]=[C:7]4[C:6]=3[CH:5]=[CH:4][CH:3]=2)[CH2:27][CH2:26]1. (5) The product is: [S:1]1[C:5]2[CH:6]=[CH:7][CH:8]=[CH:9][C:4]=2[CH:3]=[C:2]1[CH2:10][N:36]1[CH2:37][CH2:38][N:33]([C:28]2[CH:29]=[CH:30][CH:31]=[CH:32][N:27]=2)[CH2:34][CH2:35]1. Given the reactants [S:1]1[C:5]2[CH:6]=[CH:7][CH:8]=[CH:9][C:4]=2[CH:3]=[C:2]1[CH2:10]O.CS(OS(C)(=O)=O)(=O)=O.CC(=O)OCC.[N:27]1[CH:32]=[CH:31][CH:30]=[CH:29][C:28]=1[N:33]1[CH2:38][CH2:37][NH:36][CH2:35][CH2:34]1, predict the reaction product. (6) Given the reactants [CH:1]([Mg]Cl)([CH3:3])[CH3:2].[Br:6][C:7]1[CH:14]=[CH:13][CH:12]=[C:11]([F:15])[C:8]=1[CH:9]=[O:10].[NH4+].[Cl-], predict the reaction product. The product is: [Br:6][C:7]1[CH:14]=[CH:13][CH:12]=[C:11]([F:15])[C:8]=1[C:9](=[O:10])[CH:1]([CH3:3])[CH3:2]. (7) Given the reactants [F:1][C:2]([F:31])([F:30])[C:3]1[CH:4]=[C:5]([NH:9][C:10]([N:12]2[C:20]3[C:15](=[CH:16][C:17]([O:21][C:22]4[CH:27]=[C:26](Cl)[N:25]=[C:24]([NH2:29])[N:23]=4)=[CH:18][CH:19]=3)[CH2:14][CH2:13]2)=[O:11])[CH:6]=[CH:7][CH:8]=1, predict the reaction product. The product is: [F:30][C:2]([F:1])([F:31])[C:3]1[CH:4]=[C:5]([NH:9][C:10]([N:12]2[C:20]3[C:15](=[CH:16][C:17]([O:21][C:22]4[CH:27]=[CH:26][N:25]=[C:24]([NH2:29])[N:23]=4)=[CH:18][CH:19]=3)[CH2:14][CH2:13]2)=[O:11])[CH:6]=[CH:7][CH:8]=1. (8) Given the reactants [OH:1][C:2]([C:5]1[O:9][N:8]=[C:7]([CH:10]=O)[CH:6]=1)([CH3:4])[CH3:3].[C:12](#[N:16])[CH2:13][C:14]#[N:15], predict the reaction product. The product is: [OH:1][C:2]([C:5]1[O:9][N:8]=[C:7]([CH:10]=[C:13]([C:12]#[N:16])[C:14]#[N:15])[CH:6]=1)([CH3:4])[CH3:3].